This data is from Full USPTO retrosynthesis dataset with 1.9M reactions from patents (1976-2016). The task is: Predict the reactants needed to synthesize the given product. (1) Given the product [O:1]=[C:2]1[NH:6][C:5](=[O:7])[CH:4]([CH2:8][C:9]2[CH:10]=[CH:11][C:12]([C:15]3[CH:20]=[CH:19][CH:18]=[C:17]([CH2:21][NH:22][C:23](=[O:29])[O:24][C:25]([CH3:27])([CH3:26])[CH3:28])[CH:16]=3)=[CH:13][CH:14]=2)[S:3]1, predict the reactants needed to synthesize it. The reactants are: [O:1]=[C:2]1[NH:6][C:5](=[O:7])[C:4](=[CH:8][C:9]2[CH:14]=[CH:13][C:12]([C:15]3[CH:20]=[CH:19][CH:18]=[C:17]([CH2:21][NH:22][C:23](=[O:29])[O:24][C:25]([CH3:28])([CH3:27])[CH3:26])[CH:16]=3)=[CH:11][CH:10]=2)[S:3]1.N1C=CC=CC=1.[Li+].[BH4-].Cl. (2) Given the product [F-:1].[CH2:37]([N+:42]([CH2:45][CH2:33][CH2:31][CH3:34])([CH2:43][CH2:2][CH2:46][CH3:47])[CH2:41][CH2:10][CH2:9][CH3:11])[CH2:38][CH2:39][CH3:40], predict the reactants needed to synthesize it. The reactants are: [F:1][C:2](F)(F)S([O-])(=O)=O.[C:9](C1N(C)N=[N+](COC2C=CC3C(=CC=CC=3)C=2)C=1)(C)([CH3:11])[CH3:10].[C:31](O)([CH3:34])([CH3:33])C.O1[CH2:40][CH2:39][CH2:38][CH2:37]1.[CH3:41][N:42]([CH3:45])[CH:43]=O.[C:46](#N)[CH3:47]. (3) Given the product [Cl:3][C:4]1[CH:5]=[C:6]([C:10]2([CH2:17][O:18][CH3:20])[CH2:15][CH2:14][N:13]([CH3:16])[CH2:12][CH2:11]2)[CH:7]=[CH:8][CH:9]=1, predict the reactants needed to synthesize it. The reactants are: [H-].[K+].[Cl:3][C:4]1[CH:5]=[C:6]([C:10]2([CH:17](C)[OH:18])[CH2:15][CH2:14][N:13]([CH3:16])[CH2:12][CH2:11]2)[CH:7]=[CH:8][CH:9]=1.[CH3:20]I.[K]. (4) Given the product [C:33]([Si:37]([CH3:54])([CH3:53])[O:38][CH:39]([C:41]1[O:42][C:43]([CH2:46][N:47]2[N:51]=[C:50]([NH:52][C:16]([C:11]3[N:12]=[C:13]([CH3:15])[O:14][C:10]=3[C:6]3[CH:7]=[CH:8][CH:9]=[C:4]([Cl:3])[CH:5]=3)=[O:18])[CH:49]=[N:48]2)=[CH:44][N:45]=1)[CH3:40])([CH3:36])([CH3:35])[CH3:34], predict the reactants needed to synthesize it. The reactants are: N#N.[Cl:3][C:4]1[CH:5]=[C:6]([C:10]2[O:14][C:13]([CH3:15])=[N:12][C:11]=2[C:16]([OH:18])=O)[CH:7]=[CH:8][CH:9]=1.C1C=CC2N(O)N=NC=2C=1.C(Cl)CCl.[C:33]([Si:37]([CH3:54])([CH3:53])[O:38][CH:39]([C:41]1[O:42][C:43]([CH2:46][N:47]2[N:51]=[C:50]([NH2:52])[CH:49]=[N:48]2)=[CH:44][N:45]=1)[CH3:40])([CH3:36])([CH3:35])[CH3:34]. (5) Given the product [ClH:55].[NH2:8][CH2:9][C:10]([O:12][C:13]1([CH2:16][CH2:17][CH2:18][O:19][C:20]2[CH:29]=[C:28]3[C:23]([C:24]([O:30][C:31]4[CH:36]=[CH:35][C:34]([NH:37][C:38]([C:40]5[C:44](=[O:45])[N:43]([C:46]6[CH:51]=[CH:50][CH:49]=[CH:48][CH:47]=6)[N:42]([CH3:52])[C:41]=5[CH3:53])=[O:39])=[CH:33][C:32]=4[F:54])=[CH:25][CH:26]=[N:27]3)=[CH:22][CH:21]=2)[CH2:14][CH2:15]1)=[O:11], predict the reactants needed to synthesize it. The reactants are: C(OC([NH:8][CH2:9][C:10]([O:12][C:13]1([CH2:16][CH2:17][CH2:18][O:19][C:20]2[CH:29]=[C:28]3[C:23]([C:24]([O:30][C:31]4[CH:36]=[CH:35][C:34]([NH:37][C:38]([C:40]5[C:44](=[O:45])[N:43]([C:46]6[CH:51]=[CH:50][CH:49]=[CH:48][CH:47]=6)[N:42]([CH3:52])[C:41]=5[CH3:53])=[O:39])=[CH:33][C:32]=4[F:54])=[CH:25][CH:26]=[N:27]3)=[CH:22][CH:21]=2)[CH2:15][CH2:14]1)=[O:11])=O)(C)(C)C.[ClH:55].CCOC(C)=O.